Dataset: Full USPTO retrosynthesis dataset with 1.9M reactions from patents (1976-2016). Task: Predict the reactants needed to synthesize the given product. Given the product [CH2:1]([O:8][C:9]1[CH:10]=[C:11]([CH2:16][C@H:17]([NH:28][C:29]([O:31][CH2:32][C:33]2[CH:34]=[CH:35][CH:36]=[CH:37][CH:38]=2)=[O:30])[C:18]([O:20][CH2:21][C:22]2[CH:23]=[CH:24][CH:25]=[CH:26][CH:27]=2)=[O:19])[CH:12]=[CH:13][C:14]=1[O:15][P:40]([O:39][CH2:69][C:70]1[CH:75]=[CH:74][CH:73]=[CH:72][CH:71]=1)([O:41][CH2:42][C:43]1[CH:48]=[CH:47][CH:46]=[CH:45][CH:44]=1)=[O:49])[C:2]1[CH:7]=[CH:6][CH:5]=[CH:4][CH:3]=1, predict the reactants needed to synthesize it. The reactants are: [CH2:1]([O:8][C:9]1[CH:10]=[C:11]([CH2:16][C@H:17]([NH:28][C:29]([O:31][CH2:32][C:33]2[CH:38]=[CH:37][CH:36]=[CH:35][CH:34]=2)=[O:30])[C:18]([O:20][CH2:21][C:22]2[CH:27]=[CH:26][CH:25]=[CH:24][CH:23]=2)=[O:19])[CH:12]=[CH:13][C:14]=1[OH:15])[C:2]1[CH:7]=[CH:6][CH:5]=[CH:4][CH:3]=1.[O:39]([CH2:69][C:70]1[CH:75]=[CH:74][CH:73]=[CH:72][CH:71]=1)[P:40](O[P:40]([O:41][CH2:42][C:43]1[CH:48]=[CH:47][CH:46]=[CH:45][CH:44]=1)([O:39][CH2:69][C:70]1[CH:75]=[CH:74][CH:73]=[CH:72][CH:71]=1)=[O:49])(=[O:49])[O:41][CH2:42][C:43]1[CH:48]=[CH:47][CH:46]=[CH:45][CH:44]=1.C1CCN2C(=NCCC2)CC1.